From a dataset of TCR-epitope binding with 47,182 pairs between 192 epitopes and 23,139 TCRs. Binary Classification. Given a T-cell receptor sequence (or CDR3 region) and an epitope sequence, predict whether binding occurs between them. (1) The epitope is KAYNVTQAF. The TCR CDR3 sequence is CASSQEKSYANYGYTF. Result: 1 (the TCR binds to the epitope). (2) Result: 1 (the TCR binds to the epitope). The epitope is KLMNIQQKL. The TCR CDR3 sequence is CASSLNPDTQYF. (3) The epitope is QECVRGTTVL. The TCR CDR3 sequence is CASSYLIATTFNSPLHF. Result: 0 (the TCR does not bind to the epitope). (4) The epitope is FLYALALLL. The TCR CDR3 sequence is CASSSQGGFDGYTF. Result: 1 (the TCR binds to the epitope). (5) The epitope is LLMPILTLT. The TCR CDR3 sequence is CASGSASGFQETQYF. Result: 1 (the TCR binds to the epitope). (6) The epitope is AVFDRKSDAK. The TCR CDR3 sequence is CASTTHGTSGGPYNEQFF. Result: 0 (the TCR does not bind to the epitope).